This data is from Catalyst prediction with 721,799 reactions and 888 catalyst types from USPTO. The task is: Predict which catalyst facilitates the given reaction. (1) Product: [CH3:28][C:26]1[CH:25]=[CH:24][N:23]=[C:22]([NH:21][C:19]2[S:20][C:14]3[CH2:13][O:12][CH:11]([C:29]([F:30])([F:32])[F:31])[C:10]4[C:16](=[CH:17][NH:8][N:9]=4)[C:15]=3[N:18]=2)[N:27]=1. Reactant: COC1C=CC(C[N:8]2[CH:17]=[C:16]3[C:10]([CH:11]([C:29]([F:32])([F:31])[F:30])[O:12][CH2:13][C:14]4[S:20][C:19]([NH:21][C:22]5[N:27]=[C:26]([CH3:28])[CH:25]=[CH:24][N:23]=5)=[N:18][C:15]=43)=[N:9]2)=CC=1. The catalyst class is: 484. (2) Product: [CH3:19][C:10]1[N:11]=[C:12]([NH2:14])[S:13][C:9]=1[C:7]1[CH:6]=[CH:5][N:28]=[C:26]([CH:24]2[CH2:25][CH:23]2[CH3:22])[N:27]=1. Reactant: [OH-].[Na+].CN(C)[CH:5]=[CH:6][C:7]([C:9]1[S:13][C:12]([N:14]=CN(C)C)=[N:11][C:10]=1[CH3:19])=O.Cl.[CH3:22][C@@H:23]1[CH2:25][C@H:24]1[C:26]([NH2:28])=[NH:27]. The catalyst class is: 141.